Predict the product of the given reaction. From a dataset of Forward reaction prediction with 1.9M reactions from USPTO patents (1976-2016). (1) Given the reactants [C:1]1([N:7]2[C:11]([CH2:12][CH2:13][CH:14]=O)=[CH:10][C:9]([CH2:16][CH2:17][CH2:18][CH3:19])=[N:8]2)[CH:6]=[CH:5][CH:4]=[CH:3][CH:2]=1.[C:20]1([N:26]2[CH2:31][CH2:30][NH:29][CH2:28][CH2:27]2)[CH:25]=[CH:24][CH:23]=[CH:22][CH:21]=1.CCN(C(C)C)C(C)C.[BH-](OC(C)=O)(OC(C)=O)OC(C)=O.[Na+], predict the reaction product. The product is: [C:20]1([N:26]2[CH2:31][CH2:30][N:29]([CH2:14][CH2:13][CH2:12][C:11]3[N:7]([C:1]4[CH:6]=[CH:5][CH:4]=[CH:3][CH:2]=4)[N:8]=[C:9]([CH2:16][CH2:17][CH2:18][CH3:19])[CH:10]=3)[CH2:28][CH2:27]2)[CH:25]=[CH:24][CH:23]=[CH:22][CH:21]=1. (2) The product is: [Cl:22][CH2:21][CH2:20][CH2:19][N:4]1[C:3](=[O:11])[CH2:2][O:1][C:6]2[CH:7]=[CH:8][CH:9]=[CH:10][C:5]1=2. Given the reactants [O:1]1[C:6]2[CH:7]=[CH:8][CH:9]=[CH:10][C:5]=2[NH:4][C:3](=[O:11])[CH2:2]1.C(=O)([O-])[O-].[K+].[K+].Br[CH2:19][CH2:20][CH2:21][Cl:22], predict the reaction product. (3) Given the reactants [Br:1][C:2]1[CH:3]=[C:4]2[C:8](=[CH:9][CH:10]=1)[NH:7][N:6]=[CH:5]2.[CH3:11][O:12][CH:13]([O:16][CH3:17])[CH2:14]Br.C([O-])([O-])=O.[Cs+].[Cs+], predict the reaction product. The product is: [Br:1][C:2]1[CH:3]=[C:4]2[C:8](=[CH:9][CH:10]=1)[N:7]([CH2:14][CH:13]([O:16][CH3:17])[O:12][CH3:11])[N:6]=[CH:5]2. (4) Given the reactants C1([C@@H]2C(C3C=CC=CC=3)(C3C=CC=CC=3)OB(C)N2)CCCCC1.[Br:25][CH2:26][C:27]([C:29]1[CH:34]=[CH:33][CH:32]=[CH:31][CH:30]=1)=[O:28].CO, predict the reaction product. The product is: [Br:25][CH2:26][C@@H:27]([C:29]1[CH:34]=[CH:33][CH:32]=[CH:31][CH:30]=1)[OH:28]. (5) Given the reactants [CH3:1]COCC.C[Si](C=[N+]=[N-])(C)C.[Cl:13][C:14]1[N:22]=[C:21]([CH3:23])[CH:20]=[CH:19][C:15]=1[C:16]([OH:18])=[O:17].CC(O)=O, predict the reaction product. The product is: [Cl:13][C:14]1[N:22]=[C:21]([CH3:23])[CH:20]=[CH:19][C:15]=1[C:16]([O:18][CH3:1])=[O:17]. (6) Given the reactants [CH3:1][N:2]([CH3:17])[S:3]([C:6]1[C:11]([Cl:12])=[CH:10][CH:9]=[C:8]([N+:13]([O-])=O)[C:7]=1[OH:16])(=[O:5])=[O:4], predict the reaction product. The product is: [CH3:1][N:2]([CH3:17])[S:3]([C:6]1[C:11]([Cl:12])=[CH:10][CH:9]=[C:8]([NH2:13])[C:7]=1[OH:16])(=[O:5])=[O:4]. (7) Given the reactants [Br:1][C:2]1[CH:10]=[CH:9][CH:8]=[C:7]2[C:3]=1[C:4]([C:18](=[O:23])C(F)(F)F)=[CH:5][N:6]2[CH2:11][CH2:12][O:13][C:14]([F:17])([F:16])[F:15].C[OH:25], predict the reaction product. The product is: [Br:1][C:2]1[CH:10]=[CH:9][CH:8]=[C:7]2[C:3]=1[C:4]([C:18]([OH:23])=[O:25])=[CH:5][N:6]2[CH2:11][CH2:12][O:13][C:14]([F:15])([F:16])[F:17]. (8) The product is: [Cl:1][C:2]1[C:7]2=[N:8][CH:11]=[CH:13][N:9]=[C:6]2[CH:5]=[C:4]([Cl:10])[N:3]=1. Given the reactants [Cl:1][C:2]1[C:7]([NH2:8])=[C:6]([NH2:9])[CH:5]=[C:4]([Cl:10])[N:3]=1.[CH:11]([CH:13]=O)=O, predict the reaction product. (9) Given the reactants I[C:2]1[CH:3]=[C:4]([C:10]#[N:11])[C:5](=[CH:8][CH:9]=1)[C:6]#[N:7].[C:12]1(B(O)O)[CH:17]=[CH:16][CH:15]=[CH:14][CH:13]=1.C([O-])([O-])=O.[Cs+].[Cs+], predict the reaction product. The product is: [C:12]1([C:2]2[CH:3]=[C:4]([C:10]#[N:11])[C:5](=[CH:8][CH:9]=2)[C:6]#[N:7])[CH:17]=[CH:16][CH:15]=[CH:14][CH:13]=1. (10) Given the reactants [OH:1][C:2]1[CH:3]=[C:4]([CH:8]([CH3:12])C(O)=O)[CH:5]=[CH:6][CH:7]=1.[OH2:13].[C:14]1([CH3:24])C=CC(S(O)(=O)=O)=CC=1.[CH2:25]([OH:27])C, predict the reaction product. The product is: [OH:1][C:2]1[CH:3]=[C:4]([CH2:8][CH2:12][C:25]([O:27][CH2:14][CH3:24])=[O:13])[CH:5]=[CH:6][CH:7]=1.